Task: Regression/Classification. Given an antibody's heavy chain and light chain sequences, predict its developability. TAP uses regression for 5 developability metrics; SAbDab uses binary classification.. Dataset: Antibody developability classification from SAbDab with 2,409 antibodies The antibody is ['6ayn', 'PROT_D746F282']. Result: 0 (not developable).